Dataset: Forward reaction prediction with 1.9M reactions from USPTO patents (1976-2016). Task: Predict the product of the given reaction. (1) Given the reactants [F:1][C:2]1[CH:3]=[C:4]([CH:6]=[CH:7][C:8]=1[CH3:9])[NH2:5].C([O-])(O)=O.[Na+].Cl[C:16]([O:18][CH3:19])=[O:17], predict the reaction product. The product is: [CH3:19][O:18][C:16](=[O:17])[NH:5][C:4]1[CH:6]=[CH:7][C:8]([CH3:9])=[C:2]([F:1])[CH:3]=1. (2) Given the reactants [N:1]1[CH:6]=[CH:5][CH:4]=[N:3][C:2]=1[C:7]1[CH:19]=[CH:18][C:10]2[S:11][C:12]([C:14]([O:16]C)=[O:15])=[CH:13][C:9]=2[CH:8]=1.O.[OH-].[Li+].O, predict the reaction product. The product is: [N:1]1[CH:6]=[CH:5][CH:4]=[N:3][C:2]=1[C:7]1[CH:19]=[CH:18][C:10]2[S:11][C:12]([C:14]([OH:16])=[O:15])=[CH:13][C:9]=2[CH:8]=1.